This data is from Full USPTO retrosynthesis dataset with 1.9M reactions from patents (1976-2016). The task is: Predict the reactants needed to synthesize the given product. (1) Given the product [F:1][C:2]1[CH:3]=[C:4]([CH2:9][C:10]([NH2:17])=[O:12])[CH:5]=[CH:6][C:7]=1[CH3:8], predict the reactants needed to synthesize it. The reactants are: [F:1][C:2]1[CH:3]=[C:4]([CH2:9][C:10]([OH:12])=O)[CH:5]=[CH:6][C:7]=1[CH3:8].O=S(Cl)Cl.[NH3:17]. (2) Given the product [C:35]([C:2]1[CH:7]=[CH:6][N:5]=[C:4]2[NH:8][C:9]([C:11]3[C:19]4[C:14](=[CH:15][CH:16]=[C:17]([C:20]([O:22][CH3:23])=[O:21])[CH:18]=4)[N:13]([CH3:24])[CH:12]=3)=[CH:10][C:3]=12)#[N:36], predict the reactants needed to synthesize it. The reactants are: Cl[C:2]1[CH:7]=[CH:6][N:5]=[C:4]2[N:8](S(C3C=CC(C)=CC=3)(=O)=O)[C:9]([C:11]3[C:19]4[C:14](=[CH:15][CH:16]=[C:17]([C:20]([O:22][CH3:23])=[O:21])[CH:18]=4)[N:13]([CH3:24])[CH:12]=3)=[CH:10][C:3]=12.[CH3:35][N:36](C)C(=O)C. (3) Given the product [Br:13][C:14]1[C:19]([F:20])=[C:18]([I:22])[CH:17]=[C:16]([CH3:21])[N:15]=1, predict the reactants needed to synthesize it. The reactants are: [Li]CCCC.N(C(C)C)C(C)C.[Br:13][C:14]1[C:19]([F:20])=[CH:18][CH:17]=[C:16]([CH3:21])[N:15]=1.[I:22]I.